From a dataset of Experimentally validated miRNA-target interactions with 360,000+ pairs, plus equal number of negative samples. Binary Classification. Given a miRNA mature sequence and a target amino acid sequence, predict their likelihood of interaction. (1) The miRNA is hsa-miR-6891-5p with sequence UAAGGAGGGGGAUGAGGGG. The protein sequence of the target gene is MEPNSPKKIQFAVPVFQSQIAPEAAEQIRKRRPTPASLVILNEHNPPEIDDKRGPNTQGELQNASPKQRKQSVYTPPTIKGVKHLKGQNESAFPEEEEGTNEREEQRDH. Result: 1 (interaction). (2) The miRNA is hsa-miR-552-5p with sequence GUUUAACCUUUUGCCUGUUGG. The protein sequence of the target gene is MKRRNADCSKLRRPLKRNRITEGIYGSTFLYLKFLVVWALVLLADFVLEFRFEYLWPFWLFIRSVYDSFRYQGLAFSVFFVCVAFTSNIICLLFIPIQWLFFAASTYVWVQYVWHTERGVCLPTVSLWILFVYIEAAIRFKDLKNFHVDLCRPFAAHCIGYPVVTLGFGFKSYVSYKMRLRKQKEVQKENEFYMQLLQQALPPEQQMLQKQEKEAEEAAKGLPDMDSSILIHHNGGIPANKKLSTTLPEIEYREKGKEKDKDAKKHNLGINNNNILQPVDSKIQEIEYMENHINSKRLNN.... Result: 0 (no interaction). (3) The miRNA is gga-miR-103-3p with sequence AGCAGCAUUGUACAGGGCUAUGA. The protein sequence of the target gene is MAAPGPALCLFDVDGTLTAPRQKITKEMDDFLQKLRQKIKIGVVGGSDFEKVQEQLGNDVVEKYDYVFPENGLVAYKDGKLLCRQNIQSHLGEALIQDLINYCLSYIAKIKLPKKRGTFIEFRNGMLNVSPIGRSCSQEERIEFYELDKKENIRQKFVADLRKEFAGKGLTFSIGGQISFDVFPDGWDKRYCLRHVENDGYKTIYFFGDKTMPGGNDHEIFTDPRTMGYSVTAPEDTRRICELLFS. Result: 0 (no interaction). (4) The miRNA is hsa-miR-4789-5p with sequence GUAUACACCUGAUAUGUGUAUG. The protein sequence of the target gene is MLWEETGAAPAPARASDLPYRISSDHLKKEEKMTMMAHQYPSWIFINEKTFITREQLNSLLKTYNIFYENQKNLHILYGETEDGKLIVEGMLDIFWGVKRPIQLKIQDEKPFSSFTSMKSSDVFSSKGMTRWGEFDDLYRISELDRTQIPMSEKRNSQEDYLSYHSNTLKPHAKDEPDSPVLYRTMSEAALVRKRMKPLMMDRKERQKNRASINGHFYNHETSIFIPAFESETKVRVNSNMRTEEVIKQLLQKFKIENSPQDFALHIIFATGEQRRLKKTDIPLLQRLLQGPSEKNARIF.... Result: 1 (interaction). (5) The miRNA is mmu-miR-5098 with sequence GUUACAUGGUGAAGCCCAGUU. The protein sequence of the target gene is MSSPPEGKLETKAGHPPAVKAGGMRIVQKHPHTGDGKEERDKDDQEWESTSPPKPTVFISGVIARGDKDFPPAAAQVAHQKPHASMDKHVSPRTQHIQQPRK. Result: 0 (no interaction).